From a dataset of Full USPTO retrosynthesis dataset with 1.9M reactions from patents (1976-2016). Predict the reactants needed to synthesize the given product. (1) Given the product [C:11]([O:10][C:8]([N:5]1[CH2:4][CH2:3][CH:2]([NH:1][S:16]([CH3:15])(=[O:18])=[O:17])[CH2:7][CH2:6]1)=[O:9])([CH3:14])([CH3:13])[CH3:12], predict the reactants needed to synthesize it. The reactants are: [NH2:1][CH:2]1[CH2:7][CH2:6][N:5]([C:8]([O:10][C:11]([CH3:14])([CH3:13])[CH3:12])=[O:9])[CH2:4][CH2:3]1.[CH3:15][S:16](Cl)(=[O:18])=[O:17].N1C=CC=CC=1.O. (2) Given the product [Br:1][CH2:2][CH2:3][CH2:4][O:5][CH2:8][CH2:7][C:6]([OH:10])=[O:9], predict the reactants needed to synthesize it. The reactants are: [Br:1][CH2:2][CH2:3][CH2:4][OH:5].[C:6]1(=[O:10])[O:9][CH2:8][CH2:7]1. (3) Given the product [OH:28][C@@H:13]([CH2:14][N:15]1[CH2:20][CH2:19][N:18]([CH3:21])[CH2:17][CH2:16]1)[CH2:12][NH:11][C:9](=[O:10])[O:8][CH2:1][C:2]1[CH:7]=[CH:6][CH:5]=[CH:4][CH:3]=1, predict the reactants needed to synthesize it. The reactants are: [CH2:1]([O:8][C:9]([NH:11][CH2:12][C@@H:13]([OH:28])[CH2:14][N:15]1[CH2:20][CH2:19][N:18]([C:21](OC(C)(C)C)=O)[CH2:17][CH2:16]1)=[O:10])[C:2]1[CH:7]=[CH:6][CH:5]=[CH:4][CH:3]=1.Cl.C=O.C(O[BH-](OC(=O)C)OC(=O)C)(=O)C.[Na+].C(=O)([O-])[O-].[Na+].[Na+]. (4) Given the product [OH:22]/[N:21]=[C:13](/[C:10]1[C:11]2[C:6](=[CH:5][CH:4]=[C:3]([O:2][CH3:1])[CH:12]=2)[CH:7]=[CH:8][CH:9]=1)\[CH2:14][NH:15][C:16](=[O:18])[CH3:17], predict the reactants needed to synthesize it. The reactants are: [CH3:1][O:2][C:3]1[CH:12]=[C:11]2[C:6]([CH:7]=[CH:8][CH:9]=[C:10]2[C:13](=O)[CH2:14][NH:15][C:16](=[O:18])[CH3:17])=[CH:5][CH:4]=1.Cl.[NH2:21][OH:22].N1C=CC=CC=1.O. (5) Given the product [C:1]([O:5][C:6]([N:8]1[CH2:13][CH2:12][CH:11]([O:14][C:17]2[CH:18]=[CH:19][C:20]([N+:22]([O-:24])=[O:23])=[CH:21][C:16]=2[Cl:15])[CH2:10][CH2:9]1)=[O:7])([CH3:4])([CH3:2])[CH3:3], predict the reactants needed to synthesize it. The reactants are: [C:1]([O:5][C:6]([N:8]1[CH2:13][CH2:12][CH:11]([OH:14])[CH2:10][CH2:9]1)=[O:7])([CH3:4])([CH3:3])[CH3:2].[Cl:15][C:16]1[CH:21]=[C:20]([N+:22]([O-:24])=[O:23])[CH:19]=[CH:18][C:17]=1O.C1(P(C2C=CC=CC=2)C2C=CC=CC=2)C=CC=CC=1.N(C(OCC)=O)=NC(OCC)=O. (6) Given the product [Cl:1][C:2]1[C:3]([NH:9][C:10]2[CH:15]=[C:14]([I:16])[CH:13]=[CH:12][C:11]=2[O:17][CH2:18][CH2:19][O:20][CH3:21])=[N:4][CH:5]=[N:6][CH:7]=1, predict the reactants needed to synthesize it. The reactants are: [Cl:1][C:2]1[C:3]([NH:9][C:10]2[CH:15]=[C:14]([I:16])[CH:13]=[CH:12][C:11]=2[O:17][CH2:18][CH2:19][O:20][CH3:21])=[N:4][C:5](N)=[N:6][CH:7]=1.C(ON=O)CC(C)C.